From a dataset of Peptide-MHC class I binding affinity with 185,985 pairs from IEDB/IMGT. Regression. Given a peptide amino acid sequence and an MHC pseudo amino acid sequence, predict their binding affinity value. This is MHC class I binding data. (1) The peptide sequence is VSIAAAASV. The MHC is H-2-Kb with pseudo-sequence H-2-Kb. The binding affinity (normalized) is 0.421. (2) The peptide sequence is IITGNKVKT. The MHC is HLA-A02:03 with pseudo-sequence HLA-A02:03. The binding affinity (normalized) is 0. (3) The peptide sequence is RTWFYRTEF. The MHC is HLA-A31:01 with pseudo-sequence HLA-A31:01. The binding affinity (normalized) is 0.695. (4) The MHC is HLA-A01:01 with pseudo-sequence HLA-A01:01. The binding affinity (normalized) is 0.121. The peptide sequence is FALLAGFMAY. (5) The peptide sequence is VFAVLSIVNR. The binding affinity (normalized) is 0. The MHC is HLA-B07:02 with pseudo-sequence HLA-B07:02.